This data is from Acute oral toxicity (LD50) regression data from Zhu et al.. The task is: Regression/Classification. Given a drug SMILES string, predict its toxicity properties. Task type varies by dataset: regression for continuous values (e.g., LD50, hERG inhibition percentage) or binary classification for toxic/non-toxic outcomes (e.g., AMES mutagenicity, cardiotoxicity, hepatotoxicity). Dataset: ld50_zhu. (1) The molecule is CCOC(C1=NCCCN1)c1c(Cl)cccc1Cl. The rat oral LD50 is 2.66, given as -log10 of the dose in mol/kg body weight (higher means more acutely toxic). (2) The compound is CC1(C)CC(NC2CC(C)(C)NC(C)(C)C2)CC(C)(C)N1. The rat oral LD50 is 2.13, given as -log10 of the dose in mol/kg body weight (higher means more acutely toxic). (3) The rat oral LD50 is 2.50, given as -log10 of the dose in mol/kg body weight (higher means more acutely toxic). The compound is CCNC(=O)C(SP(=S)(OC)OC)C(=O)NCC. (4) The drug is C=COC(=O)CCCCCCC. The rat oral LD50 is 1.36, given as -log10 of the dose in mol/kg body weight (higher means more acutely toxic). (5) The compound is CC=CC=CCO. The rat oral LD50 is 1.72, given as -log10 of the dose in mol/kg body weight (higher means more acutely toxic). (6) The rat oral LD50 is 2.95, given as -log10 of the dose in mol/kg body weight (higher means more acutely toxic). The drug is COC(=S)SSC(=S)OC. (7) The drug is COP(=S)(N=C1SCCS1)OC. The rat oral LD50 is 4.39, given as -log10 of the dose in mol/kg body weight (higher means more acutely toxic). (8) The drug is CSC(C)(C)C=NO. The rat oral LD50 is 2.25, given as -log10 of the dose in mol/kg body weight (higher means more acutely toxic). (9) The drug is CC1(C)C(C=NOCc2ccco2)C1C(=O)OC(C#N)c1cccc(Oc2ccccc2)c1. The rat oral LD50 is 3.69, given as -log10 of the dose in mol/kg body weight (higher means more acutely toxic).